Dataset: Full USPTO retrosynthesis dataset with 1.9M reactions from patents (1976-2016). Task: Predict the reactants needed to synthesize the given product. (1) Given the product [CH3:30][O:29][C:19]1[CH:20]=[C:21]([CH:27]=[CH:28][C:18]=1[O:17][CH2:16][CH:13]1[CH2:12][CH2:11][N:10]([CH3:8])[CH2:15][CH2:14]1)[C:22]([O:24][CH2:25][CH3:26])=[O:23], predict the reactants needed to synthesize it. The reactants are: C=O.C(O[C:8]([N:10]1[CH2:15][CH2:14][CH:13]([CH2:16][O:17][C:18]2[CH:28]=[CH:27][C:21]([C:22]([O:24][CH2:25][CH3:26])=[O:23])=[CH:20][C:19]=2[O:29][CH3:30])[CH2:12][CH2:11]1)=O)(C)(C)C.Cl.CCOCC. (2) Given the product [Cl:31][C:32]1[CH:37]=[C:36]([C:16]2[CH:17]=[C:18]3[C:13](=[CH:14][CH:15]=2)[N:12]=[C:11]([N:9]2[CH:10]=[C:6]([C:4]([OH:3])=[O:5])[CH:7]=[N:8]2)[NH:20][C:19]3=[O:29])[CH:35]=[CH:34][CH:33]=1, predict the reactants needed to synthesize it. The reactants are: C([O:3][C:4]([C:6]1[CH:7]=[N:8][N:9]([C:11]2[N:20](COCC[Si](C)(C)C)[C:19](=[O:29])[C:18]3[C:13](=[CH:14][CH:15]=[C:16](I)[CH:17]=3)[N:12]=2)[CH:10]=1)=[O:5])C.[Cl:31][C:32]1[CH:33]=[C:34](B(O)O)[CH:35]=[CH:36][CH:37]=1. (3) The reactants are: [C:1]([O:5][C:6]([N:8]1[CH2:13][CH2:12][C:11]([CH2:16][C:17]2[CH:22]=[CH:21][C:20]([F:23])=[CH:19][CH:18]=2)([CH2:14][OH:15])[CH2:10][CH2:9]1)=[O:7])([CH3:4])([CH3:3])[CH3:2].C(N(CC)CC)C.[CH3:31][S:32](Cl)(=[O:34])=[O:33]. Given the product [C:1]([O:5][C:6]([N:8]1[CH2:9][CH2:10][C:11]([CH2:16][C:17]2[CH:18]=[CH:19][C:20]([F:23])=[CH:21][CH:22]=2)([CH2:14][O:15][S:32]([CH3:31])(=[O:34])=[O:33])[CH2:12][CH2:13]1)=[O:7])([CH3:4])([CH3:2])[CH3:3], predict the reactants needed to synthesize it. (4) Given the product [CH2:23]([O:26][C:27]([N:15]1[N:16]=[C:17]2[C:13]([CH:12]3[N:11]([S:8]([C:5]4[CH:6]=[CH:7][C:2]([Cl:1])=[CH:3][CH:4]=4)(=[O:9])=[O:10])[CH:19]([CH2:18]2)[CH2:20][CH2:21][CH2:22]3)=[CH:14]1)=[O:28])[CH:24]=[CH2:25], predict the reactants needed to synthesize it. The reactants are: [Cl:1][C:2]1[CH:7]=[CH:6][C:5]([S:8]([N:11]2[CH:19]3[CH2:20][CH2:21][CH2:22][CH:12]2[C:13]2[CH:14]=[N:15][NH:16][C:17]=2[CH2:18]3)(=[O:10])=[O:9])=[CH:4][CH:3]=1.[CH2:23]([O:26][C:27](Cl)=[O:28])[CH:24]=[CH2:25]. (5) Given the product [Cl:26][C:1]1[NH:2][C:10]([C:12]2[C:13]([F:18])=[N:14][CH:15]=[CH:16][CH:17]=2)=[C:9]([CH3:19])[C:3]=1[C:4]([O:6][CH2:7][CH3:8])=[O:5], predict the reactants needed to synthesize it. The reactants are: [C:1]([CH:3]([CH:9]([CH3:19])[C:10]([C:12]1[C:13]([F:18])=[N:14][CH:15]=[CH:16][CH:17]=1)=O)[C:4]([O:6][CH2:7][CH3:8])=[O:5])#[N:2].C(OCC)(=O)C.[ClH:26]. (6) Given the product [CH2:18]([CH:16]1[C:15]2[N:14]=[C:13]([N:20]3[CH2:21][CH2:22][O:23][CH2:24][CH2:25]3)[CH:12]=[CH:11][C:10]=2[CH2:9][NH:8][CH2:17]1)[CH3:19], predict the reactants needed to synthesize it. The reactants are: C([N:8]1[CH2:17]/[C:16](=[CH:18]\[CH3:19])/[C:15]2[N:14]=[C:13]([N:20]3[CH2:25][CH2:24][O:23][CH2:22][CH2:21]3)[CH:12]=[CH:11][C:10]=2[CH2:9]1)C1C=CC=CC=1. (7) Given the product [CH3:1][O:2][C:3]1[C:8]2[N:9]=[N:10][N:11]([CH2:14][C:15]([NH:28][C@H:26]([C:23]3[CH:22]=[CH:21][C:20]([C:19]([F:18])([F:29])[F:30])=[CH:25][CH:24]=3)[CH3:27])=[O:17])[C:12](=[O:13])[C:7]=2[CH:6]=[CH:5][CH:4]=1, predict the reactants needed to synthesize it. The reactants are: [CH3:1][O:2][C:3]1[C:8]2[N:9]=[N:10][N:11]([CH2:14][C:15]([OH:17])=O)[C:12](=[O:13])[C:7]=2[CH:6]=[CH:5][CH:4]=1.[F:18][C:19]([F:30])([F:29])[C:20]1[CH:25]=[CH:24][C:23]([C@@H:26]([NH2:28])[CH3:27])=[CH:22][CH:21]=1.